Dataset: Catalyst prediction with 721,799 reactions and 888 catalyst types from USPTO. Task: Predict which catalyst facilitates the given reaction. (1) Reactant: [CH3:1][C:2]1[S:3][CH:4]=[C:5]([CH2:7][CH2:8][OH:9])[N:6]=1.F[C:11]1[CH:16]=[CH:15][C:14]([N+:17]([O-:19])=[O:18])=[CH:13][CH:12]=1.CC(C)([O-])C.[K+].O. Product: [CH3:1][C:2]1[S:3][CH:4]=[C:5]([CH2:7][CH2:8][O:9][C:11]2[CH:16]=[CH:15][C:14]([N+:17]([O-:19])=[O:18])=[CH:13][CH:12]=2)[N:6]=1. The catalyst class is: 7. (2) Reactant: [Cl:1][C:2]1[CH:35]=[CH:34][CH:33]=[CH:32][C:3]=1[C:4]([N:6]([CH:15]1[CH2:20][CH2:19][N:18]([S:21]([C:24]2[CH:29]=[CH:28][C:27]([CH2:30][CH3:31])=[CH:26][CH:25]=2)(=[O:23])=[O:22])[CH2:17][CH2:16]1)[C:7]1[CH:12]=[CH:11][C:10]([O:13][CH3:14])=[CH:9][CH:8]=1)=O.P12(SP3(SP(SP(S3)(S1)=S)(=S)S2)=S)=[S:37]. Product: [Cl:1][C:2]1[CH:35]=[CH:34][CH:33]=[CH:32][C:3]=1[C:4](=[S:37])[N:6]([CH:15]1[CH2:20][CH2:19][N:18]([S:21]([C:24]2[CH:29]=[CH:28][C:27]([CH2:30][CH3:31])=[CH:26][CH:25]=2)(=[O:23])=[O:22])[CH2:17][CH2:16]1)[C:7]1[CH:12]=[CH:11][C:10]([O:13][CH3:14])=[CH:9][CH:8]=1. The catalyst class is: 2. (3) The catalyst class is: 11. Reactant: [CH:1]1([CH2:7][CH2:8][CH2:9][C@@H:10]([C:19]2[O:23][N:22]=[C:21]([C:24]([NH:26][CH3:27])=[O:25])[N:20]=2)[CH2:11][C:12]([O:14][C:15]([CH3:18])([CH3:17])[CH3:16])=[O:13])[CH2:6][CH2:5][CH2:4][CH2:3][CH2:2]1.C(P(CCCC)CCCC)CCC.O[CH2:42][C:43]1[CH:48]=[CH:47][CH:46]=[CH:45][N:44]=1. Product: [CH:1]1([CH2:7][CH2:8][CH2:9][C@@H:10]([C:19]2[O:23][N:22]=[C:21]([C:24]([N:26]([CH3:27])[CH2:42][C:43]3[CH:48]=[CH:47][CH:46]=[CH:45][N:44]=3)=[O:25])[N:20]=2)[CH2:11][C:12]([O:14][C:15]([CH3:17])([CH3:18])[CH3:16])=[O:13])[CH2:2][CH2:3][CH2:4][CH2:5][CH2:6]1. (4) Reactant: [OH:1][C:2]1[CH:7]=[CH:6][C:5]([CH2:8][CH2:9][C:10]([OH:12])=[O:11])=[CH:4][CH:3]=1.C(N(CC)CC)C.Cl[CH2:21][C:22]([O:24][C:25]([CH3:28])([CH3:27])[CH3:26])=[O:23]. Product: [C:25]([O:24][C:22]([CH2:21][O:11][C:10](=[O:12])[CH2:9][CH2:8][C:5]1[CH:4]=[CH:3][C:2]([OH:1])=[CH:7][CH:6]=1)=[O:23])([CH3:28])([CH3:27])[CH3:26]. The catalyst class is: 21. (5) The catalyst class is: 4. Reactant: Cl[C:2](Cl)([O:4]C(=O)OC(Cl)(Cl)Cl)Cl.[F:13][C:14]([F:22])([F:21])[CH:15]([OH:20])[C:16]([F:19])([F:18])[F:17].C(N(CC)C(C)C)(C)C.[O:32]=[C:33]([C:37]1[CH:42]=[C:41]([C:43]([F:46])([F:45])[F:44])[CH:40]=[CH:39][C:38]=1[CH2:47][N:48]1[CH2:53][CH2:52][NH:51][CH2:50][CH2:49]1)[C:34]([OH:36])=[O:35]. Product: [F:13][C:14]([F:22])([F:21])[CH:15]([O:20][C:2]([N:51]1[CH2:50][CH2:49][N:48]([CH2:47][C:38]2[CH:39]=[CH:40][C:41]([C:43]([F:44])([F:45])[F:46])=[CH:42][C:37]=2[C:33](=[O:32])[C:34]([OH:36])=[O:35])[CH2:53][CH2:52]1)=[O:4])[C:16]([F:19])([F:18])[F:17]. (6) Reactant: Br[C:2]1[N:7]2[CH:8]=[N:9][N:10]=[C:6]2[C:5]([N:11]2[CH2:16][CH2:15][N:14]([C:17]([O:19][C:20]([CH3:23])([CH3:22])[CH3:21])=[O:18])[CH2:13][CH2:12]2)=[N:4][CH:3]=1.[CH2:24](B(O)O)[CH2:25][CH:26]([CH3:28])[CH3:27].C([O-])([O-])=O.[K+].[K+]. Product: [CH2:24]([C:2]1[N:7]2[CH:8]=[N:9][N:10]=[C:6]2[C:5]([N:11]2[CH2:16][CH2:15][N:14]([C:17]([O:19][C:20]([CH3:23])([CH3:22])[CH3:21])=[O:18])[CH2:13][CH2:12]2)=[N:4][CH:3]=1)[CH2:25][CH:26]([CH3:28])[CH3:27]. The catalyst class is: 206. (7) Reactant: [F:1][C:2]1[CH:3]=[CH:4][CH:5]=[C:6]2[C:10]=1[N:9]([CH2:11][CH2:12][O:13][C:14]([F:17])([F:16])[F:15])[CH:8]=[C:7]2[C:18]([OH:20])=O.Cl.[F:22][C:23]([F:42])([F:41])[C:24]([NH:26][CH2:27][C:28]1[CH:33]=[CH:32][C:31]([F:34])=[C:30]([CH:35]2[CH2:40][CH2:39][NH:38][CH2:37][CH2:36]2)[CH:29]=1)=[O:25].CCN=C=NCCCN(C)C.CCN(CC)CC. Product: [F:41][C:23]([F:22])([F:42])[C:24]([NH:26][CH2:27][C:28]1[CH:33]=[CH:32][C:31]([F:34])=[C:30]([CH:35]2[CH2:40][CH2:39][N:38]([C:18]([C:7]3[C:6]4[C:10](=[C:2]([F:1])[CH:3]=[CH:4][CH:5]=4)[N:9]([CH2:11][CH2:12][O:13][C:14]([F:15])([F:16])[F:17])[CH:8]=3)=[O:20])[CH2:37][CH2:36]2)[CH:29]=1)=[O:25]. The catalyst class is: 91.